Predict the reaction yield, written as a fraction of the theoretical maximum amount of product (1.0 means a 100% yield; for example, 0.34 means a 34% yield). From a dataset of Reaction yield outcomes from USPTO patents with 853,638 reactions. (1) The reactants are Cl.[F:2][C:3]1[CH:11]=[CH:10][C:6]([C:7]([OH:9])=[O:8])=[CH:5][C:4]=1[N:12]([CH2:17][CH2:18][N:19]1[CH2:24][CH2:23][O:22][CH2:21][CH2:20]1)[S:13]([CH3:16])(=[O:15])=[O:14].[Cl:25][C:26]1[CH:27]=[N+:28]([O-:51])[CH:29]=[C:30]([Cl:50])[C:31]=1[CH2:32][C@@H:33]([C:35]1[CH:40]=[CH:39][C:38]([O:41][CH:42]([F:44])[F:43])=[C:37]([O:45][CH2:46][CH:47]2[CH2:49][CH2:48]2)[CH:36]=1)O.C(Cl)CCl. The catalyst is C(Cl)Cl.CN(C1C=CN=CC=1)C. The product is [Cl:25][C:26]1[CH:27]=[N+:28]([O-:51])[CH:29]=[C:30]([Cl:50])[C:31]=1[CH2:32][C@@H:33]([C:35]1[CH:40]=[CH:39][C:38]([O:41][CH:42]([F:44])[F:43])=[C:37]([O:45][CH2:46][CH:47]2[CH2:49][CH2:48]2)[CH:36]=1)[O:8][C:7](=[O:9])[C:6]1[CH:10]=[CH:11][C:3]([F:2])=[C:4]([N:12]([CH2:17][CH2:18][N:19]2[CH2:20][CH2:21][O:22][CH2:23][CH2:24]2)[S:13]([CH3:16])(=[O:15])=[O:14])[CH:5]=1. The yield is 0.690. (2) The catalyst is CN(C)C=O. The reactants are CI.[Br:3][C:4]1[CH:12]=[CH:11][C:7]([C:8]([OH:10])=[O:9])=[C:6]([F:13])[CH:5]=1.[C:14](=O)([O-])[O-].[Na+].[Na+].C(OCC)(=O)C. The yield is 0.970. The product is [Br:3][C:4]1[CH:12]=[CH:11][C:7]([C:8]([O:10][CH3:14])=[O:9])=[C:6]([F:13])[CH:5]=1. (3) The product is [O:15]1[CH2:16][CH2:17][N:12]([C:2]2[N:7]3[N:8]=[CH:9][CH:10]=[C:6]3[N:5]=[C:4]([NH2:11])[CH:3]=2)[CH2:13][CH2:14]1. The reactants are Cl[C:2]1[N:7]2[N:8]=[CH:9][CH:10]=[C:6]2[N:5]=[C:4]([NH2:11])[CH:3]=1.[NH:12]1[CH2:17][CH2:16][O:15][CH2:14][CH2:13]1.CN1C(=O)CCC1. The yield is 0.380. The catalyst is O1CCOCC1.